From a dataset of Catalyst prediction with 721,799 reactions and 888 catalyst types from USPTO. Predict which catalyst facilitates the given reaction. Reactant: [CH3:1][O:2][C:3](=[O:11])[C:4]1[CH:9]=[CH:8][C:7]([NH2:10])=[N:6][CH:5]=1.Cl[CH2:13][C:14](=O)[CH3:15]. Product: [CH3:15][C:14]1[N:10]=[C:7]2[CH:8]=[CH:9][C:4]([C:3]([O:2][CH3:1])=[O:11])=[CH:5][N:6]2[CH:13]=1. The catalyst class is: 8.